From a dataset of Full USPTO retrosynthesis dataset with 1.9M reactions from patents (1976-2016). Predict the reactants needed to synthesize the given product. (1) Given the product [CH:30]1([C@H:28]([NH:27][C:16]2[N:15]=[C:14]([C:34]#[N:35])[N:13]=[C:12]3[C:17]=2[N:18]([CH2:19][C@H:20]2[CH2:25][CH2:24][C@H:23]([CH3:26])[CH2:22][CH2:21]2)[C:10]([C:2]([C:4]2[CH:9]=[CH:8][CH:7]=[CH:6][N:5]=2)=[CH2:3])=[N:11]3)[CH3:29])[CH2:31][CH2:32][CH2:33]1, predict the reactants needed to synthesize it. The reactants are: Cl[C:2]([C:10]1[N:18]([CH2:19][C@H:20]2[CH2:25][CH2:24][C@H:23]([CH3:26])[CH2:22][CH2:21]2)[C:17]2[C:12](=[N:13][C:14]([C:34]#[N:35])=[N:15][C:16]=2[NH:27][C@@H:28]([CH:30]2[CH2:33][CH2:32][CH2:31]2)[CH3:29])[N:11]=1)([C:4]1[CH:9]=[CH:8][CH:7]=[CH:6][N:5]=1)[CH3:3].C1CCN2C(=NCCC2)CC1. (2) Given the product [CH:16]1([CH2:15][C@H:11]([CH2:10][N:9]([CH:21]=[O:22])[OH:8])[C:12]([NH:52][C@H:47]([C:46]([N:43]2[CH2:44][CH2:45][CH:40]([NH:29][CH2:30][C:31]3[O:32][CH:33]=[C:34]([O:38][CH3:39])[C:35](=[O:37])[CH:36]=3)[CH2:41][CH2:42]2)=[O:53])[C:48]([CH3:51])([CH3:49])[CH3:50])=[O:14])[CH2:17][CH2:18][CH2:19][CH2:20]1, predict the reactants needed to synthesize it. The reactants are: C([O:8][N:9]([CH:21]=[O:22])[CH2:10][C@@H:11]([CH2:15][CH:16]1[CH2:20][CH2:19][CH2:18][CH2:17]1)[C:12]([OH:14])=O)C1C=CC=CC=1.Cl.ClC(Cl)(Cl)COC(=O)[N:29]([CH:40]1[CH2:45][CH2:44][N:43]([C:46](=[O:53])[C@@H:47]([NH2:52])[C:48]([CH3:51])([CH3:50])[CH3:49])[CH2:42][CH2:41]1)[CH2:30][C:31]1[O:32][CH:33]=[C:34]([O:38][CH3:39])[C:35](=[O:37])[CH:36]=1. (3) Given the product [CH2:14]([NH:1][C:2]1[C:3]([C:11]([OH:13])=[O:12])=[CH:4][C:5]2[O:9][CH2:8][O:7][C:6]=2[CH:10]=1)[CH:15]([CH3:17])[CH3:16], predict the reactants needed to synthesize it. The reactants are: [NH2:1][C:2]1[C:3]([C:11]([OH:13])=[O:12])=[CH:4][C:5]2[O:9][CH2:8][O:7][C:6]=2[CH:10]=1.[CH:14](=O)[CH:15]([CH3:17])[CH3:16].C(O)(=O)C.C(O[BH-](OC(=O)C)OC(=O)C)(=O)C.[Na+]. (4) Given the product [Cl:16][C:11]1[N:10]=[N:9][C:8]([CH2:1][C:2]2[CH:3]=[CH:4][C:5]([F:28])=[CH:6][CH:7]=2)=[C:13]([CH3:14])[C:12]=1[CH3:15], predict the reactants needed to synthesize it. The reactants are: [CH2:1]([C:8]1[N:9]=[N:10][C:11]([Cl:16])=[C:12]([CH3:15])[C:13]=1[CH3:14])[C:2]1[CH:7]=[CH:6][CH:5]=[CH:4][CH:3]=1.CC1(Cl)C(C)=CN(Cl)N=C1.[Br-].[F:28]C1C=CC(C[Zn+])=CC=1.